The task is: Predict the reactants needed to synthesize the given product.. This data is from Full USPTO retrosynthesis dataset with 1.9M reactions from patents (1976-2016). Given the product [F:13][C:14]1[C:22]([OH:23])=[CH:21][CH:20]=[C:19]2[C:15]=1[CH:16]=[CH:17][N:18]2[CH3:25], predict the reactants needed to synthesize it. The reactants are: FC1C(OC)=CC=C2C=1C=CN2.[F:13][C:14]1[C:22]([O:23]C)=[CH:21][CH:20]=[C:19]2[C:15]=1[CH:16]=[CH:17][N:18]2[CH3:25].B(Br)(Br)Br.